This data is from Forward reaction prediction with 1.9M reactions from USPTO patents (1976-2016). The task is: Predict the product of the given reaction. The product is: [C:1]([C:4]1[CH:27]=[CH:26][C:7]([O:8][CH2:9][C:10]2[CH:11]=[CH:12][C:13]([CH:16]([C:18]3[CH:19]=[C:20]([CH:23]=[CH:24][CH:25]=3)[C:21]#[N:22])[CH3:17])=[CH:14][CH:15]=2)=[C:6]([CH2:28][CH2:29][CH3:30])[C:5]=1[OH:31])(=[O:3])[CH3:2]. Given the reactants [C:1]([C:4]1[CH:27]=[CH:26][C:7]([O:8][CH2:9][C:10]2[CH:15]=[CH:14][C:13]([C:16]([C:18]3[CH:19]=[C:20]([CH:23]=[CH:24][CH:25]=3)[C:21]#[N:22])=[CH2:17])=[CH:12][CH:11]=2)=[C:6]([CH2:28][CH2:29][CH3:30])[C:5]=1[OH:31])(=[O:3])[CH3:2], predict the reaction product.